Dataset: Catalyst prediction with 721,799 reactions and 888 catalyst types from USPTO. Task: Predict which catalyst facilitates the given reaction. (1) Reactant: Br[C:2]1[CH:3]=[CH:4][C:5]2[O:14][CH2:13][CH2:12][N:11]3[C:7](=[N:8][C:9]([C:15]4[CH:20]=[C:19]([CH3:21])[CH:18]=[CH:17][N:16]=4)=[CH:10]3)[C:6]=2[CH:22]=1.[CH:23]([N:26]1[CH2:31][CH2:30][CH:29]([SH:32])[CH2:28][CH2:27]1)([CH3:25])[CH3:24].CC1(C)C2C(=C(P(C3C=CC=CC=3)C3C=CC=CC=3)C=CC=2)OC2C(P(C3C=CC=CC=3)C3C=CC=CC=3)=CC=CC1=2.CCN(C(C)C)C(C)C. Product: [CH:23]([N:26]1[CH2:31][CH2:30][CH:29]([S:32][C:2]2[CH:3]=[CH:4][C:5]3[O:14][CH2:13][CH2:12][N:11]4[C:7](=[N:8][C:9]([C:15]5[CH:20]=[C:19]([CH3:21])[CH:18]=[CH:17][N:16]=5)=[CH:10]4)[C:6]=3[CH:22]=2)[CH2:28][CH2:27]1)([CH3:25])[CH3:24]. The catalyst class is: 62. (2) Reactant: [CH:1]1([C:4]([NH:6][C:7]2[S:8][C:9]3[CH:15]=[C:14]([O:16][S:17]([C:20]4[CH:25]=[CH:24][C:23](F)=[CH:22][CH:21]=4)(=[O:19])=[O:18])[CH:13]=[CH:12][C:10]=3[N:11]=2)=[O:5])[CH2:3][CH2:2]1.[N:27]1[CH:32]=[CH:31][CH:30]=[C:29]([C:33]2[N:34]=[CH:35][N:36]([CH2:38][CH2:39][CH2:40][CH2:41][NH2:42])[CH:37]=2)[CH:28]=1. Product: [CH:1]1([C:4]([NH:6][C:7]2[S:8][C:9]3[CH:15]=[C:14]([O:16][S:17]([C:20]4[CH:25]=[CH:24][C:23]([NH:42][CH2:41][CH2:40][CH2:39][CH2:38][N:36]5[CH:37]=[C:33]([C:29]6[CH:28]=[N:27][CH:32]=[CH:31][CH:30]=6)[N:34]=[CH:35]5)=[CH:22][CH:21]=4)(=[O:19])=[O:18])[CH:13]=[CH:12][C:10]=3[N:11]=2)=[O:5])[CH2:3][CH2:2]1. The catalyst class is: 37. (3) The catalyst class is: 20. Reactant: C[O:2][C:3](=[O:12])[C:4]1[C:9]([Cl:10])=[CH:8][C:7]([Cl:11])=[N:6][CH:5]=1.[Li+].[OH-]. Product: [Cl:10][C:9]1[C:4]([C:3]([OH:12])=[O:2])=[CH:5][N:6]=[C:7]([Cl:11])[CH:8]=1. (4) Reactant: [F:1][C:2]1[CH:7]=[CH:6][C:5]([N:8]2[CH:12]=[C:11]([C:13](O)=[O:14])[N:10]=[CH:9]2)=[CH:4][CH:3]=1.O1CCCC1.B.CO. Product: [F:1][C:2]1[CH:3]=[CH:4][C:5]([N:8]2[CH:12]=[C:11]([CH2:13][OH:14])[N:10]=[CH:9]2)=[CH:6][CH:7]=1. The catalyst class is: 1. (5) Reactant: Cl[C:2]1[C:7]([C:8]#[N:9])=[C:6]([Cl:10])[N:5]=[C:4]([NH:11][CH:12]2[CH2:14][CH2:13]2)[N:3]=1.C(N(C(C)C)CC)(C)C.[SH:24][CH2:25][C:26]([NH2:28])=[O:27]. The catalyst class is: 1. Product: [Cl:10][C:6]1[N:5]=[C:4]([NH:11][CH:12]2[CH2:14][CH2:13]2)[N:3]=[C:2]([S:24][CH2:25][C:26]([NH2:28])=[O:27])[C:7]=1[C:8]#[N:9].